Dataset: Full USPTO retrosynthesis dataset with 1.9M reactions from patents (1976-2016). Task: Predict the reactants needed to synthesize the given product. (1) Given the product [F:36][C:37]1[CH:42]=[CH:41][C:40]([C:19]2[CH:20]=[C:21]([C:24]([F:25])([F:27])[F:26])[CH:22]=[CH:23][C:18]=2[C:14]2[N:15]=[CH:16][N:17]=[C:12]([O:11][C:8]3[CH:9]=[C:10]4[C:5]([CH:4]=[CH:3][CH:2]=[N:1]4)=[CH:6][CH:7]=3)[CH:13]=2)=[CH:39][CH:38]=1, predict the reactants needed to synthesize it. The reactants are: [N:1]1[C:10]2[C:5](=[CH:6][CH:7]=[C:8]([O:11][C:12]3[N:17]=[CH:16][N:15]=[C:14]([C:18]4[CH:23]=[CH:22][C:21]([C:24]([F:27])([F:26])[F:25])=[CH:20][C:19]=4OS(C(F)(F)F)(=O)=O)[CH:13]=3)[CH:9]=2)[CH:4]=[CH:3][CH:2]=1.[F:36][C:37]1[CH:42]=[CH:41][C:40](B(O)O)=[CH:39][CH:38]=1.[O-]P([O-])([O-])=O.[K+].[K+].[K+].[K+].[Br-]. (2) Given the product [CH3:13][C:5]1([CH3:14])[C:4]2[C:9](=[CH:10][CH:11]=[C:2](/[CH:17]=[CH:16]/[C:15]([O:19][CH3:20])=[O:18])[CH:3]=2)[NH:8][C:7](=[O:12])[CH2:6]1, predict the reactants needed to synthesize it. The reactants are: Br[C:2]1[CH:3]=[C:4]2[C:9](=[CH:10][CH:11]=1)[NH:8][C:7](=[O:12])[CH2:6][C:5]2([CH3:14])[CH3:13].[C:15]([O:19][CH3:20])(=[O:18])[CH:16]=[CH2:17].C([O-])(=O)C.[K+]. (3) Given the product [Br:1][C:2]1[C:7]([O:8][CH2:16][C@@H:17]([CH3:20])[CH2:18][OH:19])=[CH:6][CH:5]=[CH:4][N:3]=1, predict the reactants needed to synthesize it. The reactants are: [Br:1][C:2]1[C:7]([OH:8])=[CH:6][CH:5]=[CH:4][N:3]=1.C(=O)([O-])[O-].[K+].[K+].Br[CH2:16][C@@H:17]([CH3:20])[CH2:18][OH:19]. (4) Given the product [F:1][C:2]1[CH:7]=[CH:6][C:5]([CH2:8][C:9]2[CH:18]=[C:17]3[C:12]([C:13]([OH:28])=[C:14]([C:24]([NH:26][CH3:27])=[O:25])[C:15](=[O:23])[N:16]3[CH2:19][C:20]([NH:30][CH3:29])=[O:21])=[N:11][CH:10]=2)=[CH:4][CH:3]=1, predict the reactants needed to synthesize it. The reactants are: [F:1][C:2]1[CH:7]=[CH:6][C:5]([CH2:8][C:9]2[CH:18]=[C:17]3[C:12]([C:13]([OH:28])=[C:14]([C:24]([NH:26][CH3:27])=[O:25])[C:15](=[O:23])[N:16]3[CH2:19][C:20](O)=[O:21])=[N:11][CH:10]=2)=[CH:4][CH:3]=1.[CH3:29][NH2:30]. (5) Given the product [CH2:13]([O:11][C:1](=[O:12])[CH:2]([C:5]1[CH:6]=[CH:7][CH:8]=[CH:9][CH:10]=1)[CH2:3][OH:4])[CH2:14][CH2:15][CH2:16][CH2:17][CH2:18][CH2:19][CH3:20], predict the reactants needed to synthesize it. The reactants are: [C:1]([OH:12])(=[O:11])[CH:2]([C:5]1[CH:10]=[CH:9][CH:8]=[CH:7][CH:6]=1)[CH2:3][OH:4].[CH2:13](O)[CH2:14][CH2:15][CH2:16][CH2:17][CH2:18][CH2:19][CH3:20]. (6) The reactants are: [CH:1]1[CH:6]=[CH:5][13C:4]([CH2:7][C@H:8]([NH2:12])[C:9]([OH:11])=[O:10])=[CH:3][CH:2]=1.[CH3:13][CH:14]([OH:117])[CH2:15][O:16][CH2:17][C@H:18]1[O:23][C@@H:22]2[O:24][C@H:25]3[C@H:30]([OH:31])[C@@H:29]([OH:32])[C@@H:28]([O:33][C@H:34]4[C@H:39]([OH:40])[C@@H:38]([OH:41])[C@@H:37]([O:42][C@H:43]5[C@H:48]([OH:49])[C@@H:47]([OH:50])[C@@H:46]([O:51][C@H:52]6[C@H:57]([OH:58])[C@@H:56]([OH:59])[C@@H:55]([O:60][C@H:61]7[C@H:66]([OH:67])[C@@H:65]([OH:68])[C@@H:64]([O:69][C@H:70]8[C@H:76]([OH:77])[C@@H:75]([OH:78])[C@@H:73]([O:74][C@H:19]1[C@H:20]([OH:116])[C@H:21]2[OH:115])[O:72][C@@H:71]8[CH2:79][O:80][CH2:81][CH:82]([OH:84])[CH3:83])[O:63][C@@H:62]7[CH2:85][O:86][CH2:87][CH:88]([OH:90])[CH3:89])[O:54][C@@H:53]6[CH2:91][O:92][CH2:93][CH:94]([OH:96])[CH3:95])[O:45][C@@H:44]5[CH2:97][O:98][CH2:99][CH:100]([OH:102])[CH3:101])[O:36][C@@H:35]4[CH2:103][O:104][CH2:105][CH:106]([OH:108])[CH3:107])[O:27][C@@H:26]3[CH2:109][O:110][CH2:111][CH:112]([OH:114])[CH3:113]. Given the product [CH:1]1[CH:2]=[CH:3][13C:4]([CH2:7][C@H:8]([NH2:12])[C:9]([OH:11])=[O:10])=[CH:5][CH:6]=1.[CH3:83][CH:82]([OH:84])[CH2:81][O:80][CH2:79][C@H:71]1[O:72][C@@H:73]2[O:74][C@H:19]3[C@H:20]([OH:116])[C@@H:21]([OH:115])[C@@H:22]([O:24][C@H:25]4[C@H:30]([OH:31])[C@@H:29]([OH:32])[C@@H:28]([O:33][C@H:34]5[C@H:39]([OH:40])[C@@H:38]([OH:41])[C@@H:37]([O:42][C@H:43]6[C@H:48]([OH:49])[C@@H:47]([OH:50])[C@@H:46]([O:51][C@H:52]7[C@H:57]([OH:58])[C@@H:56]([OH:59])[C@@H:55]([O:60][C@H:61]8[C@H:66]([OH:67])[C@@H:65]([OH:68])[C@@H:64]([O:69][C@H:70]1[C@H:76]([OH:77])[C@H:75]2[OH:78])[O:63][C@@H:62]8[CH2:85][O:86][CH2:87][CH:88]([OH:90])[CH3:89])[O:54][C@@H:53]7[CH2:91][O:92][CH2:93][CH:94]([OH:96])[CH3:95])[O:45][C@@H:44]6[CH2:97][O:98][CH2:99][CH:100]([OH:102])[CH3:101])[O:36][C@@H:35]5[CH2:103][O:104][CH2:105][CH:106]([OH:108])[CH3:107])[O:27][C@@H:26]4[CH2:109][O:110][CH2:111][CH:112]([OH:114])[CH3:113])[O:23][C@@H:18]3[CH2:17][O:16][CH2:15][CH:14]([OH:117])[CH3:13], predict the reactants needed to synthesize it. (7) Given the product [Br:1][C:2]1[CH:9]=[C:8]([Br:10])[C:7]([O:11][C:13]2[CH:18]=[CH:17][C:16]([N+:19]([O-:21])=[O:20])=[CH:15][C:14]=2[F:22])=[CH:6][C:3]=1[CH:4]=[O:5], predict the reactants needed to synthesize it. The reactants are: [Br:1][C:2]1[CH:9]=[C:8]([Br:10])[C:7]([OH:11])=[CH:6][C:3]=1[CH:4]=[O:5].F[C:13]1[CH:18]=[CH:17][C:16]([N+:19]([O-:21])=[O:20])=[CH:15][C:14]=1[F:22].C(=O)([O-])[O-].[K+].[K+]. (8) Given the product [N:21]1([C:19]([C:17]2[CH:18]=[C:14]([CH:11]3[CH2:10][CH2:9][NH:8][CH2:13][CH2:12]3)[S:15][CH:16]=2)=[O:20])[C@@H:30]2[C@@H:25]([CH2:26][CH2:27][CH2:28][CH2:29]2)[CH2:24][CH2:23][CH2:22]1, predict the reactants needed to synthesize it. The reactants are: C(OC([N:8]1[CH2:13][CH2:12][CH:11]([C:14]2[S:15][CH:16]=[C:17]([C:19]([N:21]3[C@@H:30]4[C@@H:25]([CH2:26][CH2:27][CH2:28][CH2:29]4)[CH2:24][CH2:23][CH2:22]3)=[O:20])[CH:18]=2)[CH2:10][CH2:9]1)=O)(C)(C)C.C(O)(C(F)(F)F)=O.